This data is from Experimentally validated miRNA-target interactions with 360,000+ pairs, plus equal number of negative samples. The task is: Binary Classification. Given a miRNA mature sequence and a target amino acid sequence, predict their likelihood of interaction. (1) The miRNA is hsa-miR-4749-3p with sequence CGCCCCUCCUGCCCCCACAG. The protein sequence of the target gene is MEPQPGGARSCRRGAPGGACELGPAAEAAPMSLAIHSTTGTRYDLAVPPDETVEGLRKRLSQRLKVPKERLALLHKDTRLSSGKLQEFGVGDGSKLTLVPTVEAGLMSQASRPEQSVMQALESLTETQVSDFLSGRSPLTLALRVGDHMMFVQLQLAAQHAPLQHRHVLAAAAAAAAARGDPSIASPVSSPCRPVSSAARVPPVPTSPSPASPSPITAGSFRSHAASTTCPEQMDCSPTASSSASPGASTTSTPGASPAPRSRKPGAVIESFVNHAPGVFSGTFSGTLHPNCQDSSGRPR.... Result: 1 (interaction). (2) The miRNA is hsa-miR-6894-3p with sequence UUGCCUGCCCUCUUCCUCCAG. The protein sequence of the target gene is MSAKAISEQTGKELLYKFICTTSAIQNRFKYARVTPDTDWARLLQDHPWLLSQNLVVKPDQLIKRRGKLGLVGVNLTLDGVKSWLKPRLGQEATVGKATGFLKNFLIEPFVPHSQAEEFYVCIYATREGDYVLFHHEGGVDVGDVDAKAQKLLVGVDEKLNPEDIKKHLLVHAPEDKKEILASFISGLFNFYEDLYFTYLEINPLVVTKDGVYVLDLAAKVDATADYICKVKWGDIEFPPPFGREAYPEEAYIADLDAKSGASLKLTLLNPKGRIWTMVAGGGASVVYSDTICDLGGVNE.... Result: 0 (no interaction). (3) The miRNA is hsa-miR-5571-5p with sequence CAAUUCUCAAAGGAGCCUCCC. The protein sequence of the target gene is MSLFGTTSGFGTSGTSMFGSATTDNHNPMKDIEVTSSPDDSIGCLSFSPPTLPGNFLIAGSWANDVRCWEVQDSGQTIPKAQQMHTGPVLDVCWSDDGSKVFTASCDKTAKMWDLSSNQAIQIAQHDAPVKTIHWIKAPNYSCVMTGSWDKTLKFWDTRSSNPMMVLQLPERCYCADVIYPMAVVATAERGLIVYQLENQPSEFRRIESPLKHQHRCVAIFKDKQNKPTGFALGSIEGRVAIHYINPPNPAKDNFTFKCHRSNGTNTSAPQDIYAVNGIAFHPVHGTLATVGSDGRFSFW.... Result: 0 (no interaction). (4) The miRNA is hsa-miR-605-3p with sequence AGAAGGCACUAUGAGAUUUAGA. The protein sequence of the target gene is MFWKLSLTLLLVAVLVKVAETRKNRPAGAIPSPYKDGSSNNSERWHHQIKEVLASSQEALVVTERKYLKSDWCKTQPLRQTVSEEGCRSRTILNRFCYGQCNSFYIPRHVKKEEDSFQSCAFCKPQRVTSVIVELECPGLDPPFRIKKIQKVKHCRCMSVNLSDSDKQ. Result: 0 (no interaction). (5) The miRNA is hsa-miR-6871-5p with sequence CAUGGGAGUUCGGGGUGGUUGC. The protein sequence of the target gene is MNTILPCQDQYFVGGQSYNCPYSTTTSESSVDVSTETWVSFWAAGLLDNRELQQAPQAQESFSDSNFPLPDLCSWEEAQLSSQLYRNKQLQDTLVQKEEELARLHEENNHLRQYLNSALVKCLEEKAKKLLSSDEFSKAYGKFRKGKRKSKEQRYSPAEIPHPKNAKRNLSSEFANCEEQAGPPVDPWVLQTLGLKDLDTIDDTSSANYSALASHPRRVASTFSQFPDDAVDYKNIPREDMPIDYRGDRTTPLHSTATHGEDFHILSQLSNPPVGLKTLPYYTAHVSPNKTEMAFSTSLS.... Result: 0 (no interaction). (6) The protein sequence of the target gene is MGEKSENCGVPEDLLNGLKVTDTQEAECAGPPVPDPKNQHSQSKLLRDDEAHLQEDQGEEECFHDCSASFEEEPGADKVENKSNEDVNSSELDEEYLIELEKNMSDEEKQKRREESTRLKEEGNEQFKKGDYIEAESSYSRALEMCPSCFQKERSILFSNRAAARMKQDKKEMAINDCSKAIQLNPSYIRAILRRAELYEKTDKLDEALEDYKSILEKDPSIHQAREACMRLPKQIEERNERLKEEMLGKLKDLGNLVLRPFGLSTENFQIKQDSSTGSYSINFVQNPNNNR. The miRNA is hsa-miR-15a-5p with sequence UAGCAGCACAUAAUGGUUUGUG. Result: 1 (interaction). (7) The miRNA is cel-miR-228-5p with sequence AAUGGCACUGCAUGAAUUCACGG. The protein sequence of the target gene is MRRPRGEPGPRAPRPTEGATCAGPGESWSPSPNSMLRVLLSAQTSPARLSGLLLIPPVQPCCLGPSKWGDRPVGGGPSAGPVQGLQRLLEQAKSPGELLRWLGQNPSKVRAHHYSVALRRLGQLLGSRPRPPPVEQVTLQDLSQLIIRNCPSFDIHTIHVCLHLAVLLGFPSDGPLVCALEQERRLRLPPKPPPPLQPLLRGGQGLEAALSCPRFLRYPRQHLISSLAEARPEELTPHVMVLLAQHLARHRLREPQLLEAIAHFLVVQETQLSSKVVQKLVLPFGRLNYLPLEQQFMPCL.... Result: 0 (no interaction).